This data is from Forward reaction prediction with 1.9M reactions from USPTO patents (1976-2016). The task is: Predict the product of the given reaction. (1) Given the reactants [CH3:1][O:2][CH2:3][CH2:4][CH2:5][CH2:6][NH:7][C:8]1[CH:13]=[CH:12][CH:11]=[CH:10][C:9]=1[N+:14]([O-])=O, predict the reaction product. The product is: [CH3:1][O:2][CH2:3][CH2:4][CH2:5][CH2:6][NH:7][C:8]1[CH:13]=[CH:12][CH:11]=[CH:10][C:9]=1[NH2:14]. (2) Given the reactants [CH3:1][C:2]12[CH2:10][CH2:9][C:8](=O)[N:3]1[CH2:4][CH2:5][NH:6][CH2:7]2.B.CO.[ClH:15], predict the reaction product. The product is: [ClH:15].[ClH:15].[CH3:1][C:2]12[CH2:10][CH2:9][CH2:8][N:3]1[CH2:4][CH2:5][NH:6][CH2:7]2. (3) Given the reactants [F:1][C:2]([F:7])([F:6])[C:3]([OH:5])=[O:4].[F:8][C:9]([F:14])([F:13])[C:10]([OH:12])=[O:11].FC(F)(F)C(O)=O.[NH:22]1[CH2:25][CH:24]([CH2:26][C:27]([NH:29][C:30]2[CH:31]=[CH:32][C:33]3[NH:34][C:35]4[N:51]=[C:39]([NH:40][C:41]5[CH:42]=[N:43][CH:44]=[C:45]([CH:50]=5)[CH2:46][CH2:47][C:48]=2[CH:49]=3)[N:38]=[CH:37][C:36]=4[Cl:52])=[O:28])[CH2:23]1.[S:53]1[CH:57]=[CH:56][N:55]=[C:54]1[C:58](Cl)=[O:59], predict the reaction product. The product is: [F:1][C:2]([F:7])([F:6])[C:3]([OH:5])=[O:4].[F:8][C:9]([F:14])([F:13])[C:10]([OH:12])=[O:11].[Cl:52][C:36]1[CH:37]=[N:38][C:39]2[NH:40][C:41]3[CH:42]=[N:43][CH:44]=[C:45]([CH:50]=3)[CH2:46][CH2:47][C:48]3[CH:49]=[C:33]([NH:34][C:35]=1[N:51]=2)[CH:32]=[CH:31][C:30]=3[NH:29][C:27](=[O:28])[CH2:26][CH:24]1[CH2:23][N:22]([C:58]([C:54]2[S:53][CH:57]=[CH:56][N:55]=2)=[O:59])[CH2:25]1. (4) Given the reactants Cl.[Cl:2][C:3]1[CH:21]=[CH:20][CH:19]=[CH:18][C:4]=1[CH:5]([O:13][CH:14]1[CH2:17][NH:16][CH2:15]1)[C:6]1[CH:11]=[CH:10][C:9]([Cl:12])=[CH:8][CH:7]=1.[Cl:22][C:23]1[CH:27]=[CH:26][S:25][C:24]=1[C:28](Cl)=[O:29].C(=O)([O-])[O-], predict the reaction product. The product is: [Cl:2][C:3]1[CH:21]=[CH:20][CH:19]=[CH:18][C:4]=1[CH:5]([O:13][CH:14]1[CH2:17][N:16]([C:28]([C:24]2[S:25][CH:26]=[CH:27][C:23]=2[Cl:22])=[O:29])[CH2:15]1)[C:6]1[CH:7]=[CH:8][C:9]([Cl:12])=[CH:10][CH:11]=1. (5) The product is: [C:1]([O:5][C:6]([N:8]1[CH2:13][CH2:12][N:11]2[C:14]([C:28]([F:31])([F:30])[F:29])=[N:15][C:16]([CH2:17][CH3:18])=[C:10]2[CH:9]1[CH2:20][CH2:21][C:22]1[CH:27]=[CH:26][C:25]([C:28]([F:31])([F:30])[F:29])=[CH:24][CH:23]=1)=[O:7])([CH3:4])([CH3:3])[CH3:2]. Given the reactants [C:1]([O:5][C:6]([N:8]1[CH2:13][CH2:12][N:11]2[C:14](Br)=[N:15][C:16]([CH2:17][CH3:18])=[C:10]2[CH:9]1[CH2:20][CH2:21][C:22]1[CH:27]=[CH:26][C:25]([C:28]([F:31])([F:30])[F:29])=[CH:24][CH:23]=1)=[O:7])([CH3:4])([CH3:3])[CH3:2], predict the reaction product.